This data is from Merck oncology drug combination screen with 23,052 pairs across 39 cell lines. The task is: Regression. Given two drug SMILES strings and cell line genomic features, predict the synergy score measuring deviation from expected non-interaction effect. (1) Drug 1: Cn1nnc2c(C(N)=O)ncn2c1=O. Drug 2: C=CCn1c(=O)c2cnc(Nc3ccc(N4CCN(C)CC4)cc3)nc2n1-c1cccc(C(C)(C)O)n1. Cell line: VCAP. Synergy scores: synergy=24.6. (2) Drug 1: CN(Cc1cnc2nc(N)nc(N)c2n1)c1ccc(C(=O)NC(CCC(=O)O)C(=O)O)cc1. Drug 2: CC(C)CC(NC(=O)C(Cc1ccccc1)NC(=O)c1cnccn1)B(O)O. Cell line: NCIH2122. Synergy scores: synergy=-21.5. (3) Drug 1: N#Cc1ccc(Cn2cncc2CN2CCN(c3cccc(Cl)c3)C(=O)C2)cc1. Drug 2: O=C(CCCCCCC(=O)Nc1ccccc1)NO. Cell line: MSTO. Synergy scores: synergy=12.0. (4) Cell line: DLD1. Drug 2: NC(=O)c1cccc2cn(-c3ccc(C4CCCNC4)cc3)nc12. Drug 1: O=S1(=O)NC2(CN1CC(F)(F)F)C1CCC2Cc2cc(C=CCN3CCC(C(F)(F)F)CC3)ccc2C1. Synergy scores: synergy=1.26. (5) Drug 1: COC12C(COC(N)=O)C3=C(C(=O)C(C)=C(N)C3=O)N1CC1NC12. Drug 2: N#Cc1ccc(Cn2cncc2CN2CCN(c3cccc(Cl)c3)C(=O)C2)cc1. Cell line: OCUBM. Synergy scores: synergy=-21.3. (6) Drug 1: Cn1nnc2c(C(N)=O)ncn2c1=O. Drug 2: NC1CCCCC1N.O=C(O)C(=O)O.[Pt+2]. Cell line: LNCAP. Synergy scores: synergy=-14.1. (7) Drug 1: C=CCn1c(=O)c2cnc(Nc3ccc(N4CCN(C)CC4)cc3)nc2n1-c1cccc(C(C)(C)O)n1. Drug 2: COC1CC2CCC(C)C(O)(O2)C(=O)C(=O)N2CCCCC2C(=O)OC(C(C)CC2CCC(OP(C)(C)=O)C(OC)C2)CC(=O)C(C)C=C(C)C(O)C(OC)C(=O)C(C)CC(C)C=CC=CC=C1C. Cell line: OV90. Synergy scores: synergy=14.0.